From a dataset of Full USPTO retrosynthesis dataset with 1.9M reactions from patents (1976-2016). Predict the reactants needed to synthesize the given product. Given the product [OH:45][CH2:46][CH2:47][O:48][CH2:49][CH2:50][O:51][CH2:52][CH2:53][O:1][C:2]1[CH:3]=[CH:4][C:5]([N:8]2[C:12]([CH3:14])([CH3:13])[C:11](=[O:15])[N:10]([C:16]3[CH:23]=[CH:22][C:19]([C:20]#[N:21])=[C:18]([C:24]([F:26])([F:27])[F:25])[CH:17]=3)[C:9]2=[S:28])=[CH:6][CH:7]=1, predict the reactants needed to synthesize it. The reactants are: [OH:1][C:2]1[CH:7]=[CH:6][C:5]([N:8]2[C:12]([CH3:14])([CH3:13])[C:11](=[O:15])[N:10]([C:16]3[CH:23]=[CH:22][C:19]([C:20]#[N:21])=[C:18]([C:24]([F:27])([F:26])[F:25])[CH:17]=3)[C:9]2=[S:28])=[CH:4][CH:3]=1.C(=O)([O-])[O-].[K+].[K+].CC1C=CC(S([O:45][CH2:46][CH2:47][O:48][CH2:49][CH2:50][O:51][CH2:52][CH2:53]O)(=O)=O)=CC=1.